Dataset: Catalyst prediction with 721,799 reactions and 888 catalyst types from USPTO. Task: Predict which catalyst facilitates the given reaction. (1) Reactant: [Cl:1][C:2]1[C:3]([F:31])=[C:4]([CH:8]2[C:12]([C:15]3[CH:20]=[CH:19][C:18]([Cl:21])=[CH:17][C:16]=3[F:22])([C:13]#[N:14])[CH:11]([CH2:23][C:24]([CH3:27])([CH3:26])[CH3:25])[NH:10][CH:9]2[C:28]([OH:30])=O)[CH:5]=[CH:6][CH:7]=1.CCN(C(C)C)C(C)C.[NH2:41][C:42]1[CH:51]=[CH:50][C:45]([C:46]([O:48][CH3:49])=[O:47])=[C:44]([O:52][CH2:53][CH3:54])[CH:43]=1.CN(C(ON1N=NC2C=CC=NC1=2)=[N+](C)C)C.F[P-](F)(F)(F)(F)F. Product: [Cl:1][C:2]1[C:3]([F:31])=[C:4]([C@@H:8]2[C@:12]([C:15]3[CH:20]=[CH:19][C:18]([Cl:21])=[CH:17][C:16]=3[F:22])([C:13]#[N:14])[C@H:11]([CH2:23][C:24]([CH3:25])([CH3:26])[CH3:27])[NH:10][C@H:9]2[C:28]([NH:41][C:42]2[CH:51]=[CH:50][C:45]([C:46]([O:48][CH3:49])=[O:47])=[C:44]([O:52][CH2:53][CH3:54])[CH:43]=2)=[O:30])[CH:5]=[CH:6][CH:7]=1. The catalyst class is: 4. (2) Reactant: [CH3:1][O:2][C:3]1[CH:15]=[CH:14][C:6]([CH2:7][N:8]2[C:12]([NH2:13])=[CH:11][CH:10]=[N:9]2)=[CH:5][CH:4]=1.[CH3:16][O:17][C:18]([C:20]#[C:21][C:22](OC)=[O:23])=[O:19]. Product: [CH3:16][O:17][C:18]([C:20]1[C:11]2[CH:10]=[N:9][N:8]([CH2:7][C:6]3[CH:5]=[CH:4][C:3]([O:2][CH3:1])=[CH:15][CH:14]=3)[C:12]=2[N:13]=[C:22]([OH:23])[CH:21]=1)=[O:19]. The catalyst class is: 15. (3) Reactant: [Cl:1][C:2]1[CH:3]=[C:4]2[C:8](=[CH:9][CH:10]=1)[NH:7][CH:6]=[C:5]2[CH2:11][CH2:12][NH:13][C:14](=[O:22])[C:15]1[CH:20]=[CH:19][C:18](I)=[CH:17][CH:16]=1.[Cl:23][C:24]1[CH:29]=[CH:28][CH:27]=[CH:26][C:25]=1B(O)O.C(=O)([O-])[O-].[Na+].[Na+]. Product: [Cl:23][C:24]1[CH:29]=[CH:28][CH:27]=[CH:26][C:25]=1[C:18]1[CH:19]=[CH:20][C:15]([C:14]([NH:13][CH2:12][CH2:11][C:5]2[C:4]3[C:8](=[CH:9][CH:10]=[C:2]([Cl:1])[CH:3]=3)[NH:7][CH:6]=2)=[O:22])=[CH:16][CH:17]=1. The catalyst class is: 437. (4) Reactant: C(=O)(O)[O-].[Na+].Br.Br[C:8]1[S:12][C:11]([NH2:13])=[N:10][CH:9]=1.[N:14]1([CH2:19][CH2:20][SH:21])[CH2:18][CH2:17][CH2:16][CH2:15]1. Product: [N:14]1([CH2:19][CH2:20][S:21][C:8]2[S:12][C:11]([NH2:13])=[N:10][CH:9]=2)[CH2:18][CH2:17][CH2:16][CH2:15]1. The catalyst class is: 32. (5) Reactant: C[N:2]1[CH:9]=[CH:8][C:6](=[O:7])[N:5](C)[C:3]1=O.[O-]CC.[Na+].[NH:15]1[C:19](N)=[CH:18]C=N1. Product: [N:15]1[N:2]2[CH:9]=[CH:8][C:6](=[O:7])[NH:5][C:3]2=[CH:18][CH:19]=1. The catalyst class is: 8. (6) Reactant: [CH2:1]([C:3]1[C:11]2[C:6](=[CH:7][CH:8]=[CH:9][C:10]=2[NH:12][C:13]([C:15]2[N:19]3[CH:20]=[CH:21][C:22]([O:24][CH2:25][CH2:26][N:27]4[CH2:32][CH2:31][N:30]([CH3:33])[CH2:29][CH2:28]4)=[CH:23][C:18]3=[N:17][CH:16]=2)=[O:14])[N:5]([CH2:34][C:35]2[CH:40]=[CH:39][CH:38]=[C:37]([CH3:41])[N:36]=2)[N:4]=1)[CH3:2].ClC1C=CC=C(C(OO)=[O:50])C=1. Product: [CH2:1]([C:3]1[C:11]2[C:6](=[CH:7][CH:8]=[CH:9][C:10]=2[NH:12][C:13]([C:15]2[N:19]3[CH:20]=[CH:21][C:22]([O:24][CH2:25][CH2:26][N:27]4[CH2:28][CH2:29][N+:30]([O-:50])([CH3:33])[CH2:31][CH2:32]4)=[CH:23][C:18]3=[N:17][CH:16]=2)=[O:14])[N:5]([CH2:34][C:35]2[CH:40]=[CH:39][CH:38]=[C:37]([CH3:41])[N:36]=2)[N:4]=1)[CH3:2]. The catalyst class is: 2.